The task is: Predict the product of the given reaction.. This data is from Forward reaction prediction with 1.9M reactions from USPTO patents (1976-2016). Given the reactants [NH2:1][C:2]1[C:3]([CH3:26])=[C:4]([C:8]2[N:9]=[C:10]([NH:17][C:18]3[CH:25]=[CH:24][C:21]([C:22]#[N:23])=[CH:20][CH:19]=3)[C:11]3[N:12]([CH:14]=[CH:15][N:16]=3)[CH:13]=2)[CH:5]=[CH:6][CH:7]=1.C(N(C(C)C)CC)(C)C.[C:36]([C:40]1[CH:48]=[CH:47][C:43]([C:44](Cl)=[O:45])=[CH:42][CH:41]=1)([CH3:39])([CH3:38])[CH3:37], predict the reaction product. The product is: [C:36]([C:40]1[CH:41]=[CH:42][C:43]([C:44]([NH:1][C:2]2[CH:7]=[CH:6][CH:5]=[C:4]([C:8]3[N:9]=[C:10]([NH:17][C:18]4[CH:25]=[CH:24][C:21]([C:22]#[N:23])=[CH:20][CH:19]=4)[C:11]4[N:12]([CH:14]=[CH:15][N:16]=4)[CH:13]=3)[C:3]=2[CH3:26])=[O:45])=[CH:47][CH:48]=1)([CH3:39])([CH3:37])[CH3:38].